Dataset: Full USPTO retrosynthesis dataset with 1.9M reactions from patents (1976-2016). Task: Predict the reactants needed to synthesize the given product. (1) Given the product [Si:20]([O:1][CH2:2][C:3]([C:5]1[CH:10]=[CH:9][CH:8]=[CH:7][CH:6]=1)=[O:4])([C:16]([CH3:19])([CH3:18])[CH3:17])([CH3:23])[CH3:22], predict the reactants needed to synthesize it. The reactants are: [OH:1][CH2:2][C:3]([C:5]1[CH:10]=[CH:9][CH:8]=[CH:7][CH:6]=1)=[O:4].N1C=CN=C1.[C:16]([Si:20]([CH3:23])([CH3:22])Cl)([CH3:19])([CH3:18])[CH3:17].O. (2) Given the product [OH:1][CH:2]([C:13]1[CH:18]=[CH:17][CH:16]=[CH:15][CH:14]=1)[CH2:3][O:4][C:5]1[CH:12]=[CH:11][C:8]([CH:9]=[C:23]2[S:19][C:20](=[O:25])[NH:21][C:22]2=[O:24])=[CH:7][CH:6]=1, predict the reactants needed to synthesize it. The reactants are: [OH:1][CH:2]([C:13]1[CH:18]=[CH:17][CH:16]=[CH:15][CH:14]=1)[CH2:3][O:4][C:5]1[CH:12]=[CH:11][C:8]([CH:9]=O)=[CH:7][CH:6]=1.[S:19]1[CH2:23][C:22](=[O:24])[NH:21][C:20]1=[O:25].N1CCCCC1. (3) Given the product [C:1]([O:4][C:5]1[C:6]([CH3:14])=[C:7]([CH:11]=[CH:12][CH:13]=1)[C:8]([Cl:17])=[O:9])(=[O:3])[CH3:2], predict the reactants needed to synthesize it. The reactants are: [C:1]([O:4][C:5]1[C:6]([CH3:14])=[C:7]([CH:11]=[CH:12][CH:13]=1)[C:8](O)=[O:9])(=[O:3])[CH3:2].S(Cl)([Cl:17])=O.Cl. (4) Given the product [C:20]([C:15]1[C:14]2[O:29][CH2:30][CH2:31][C:13]=2[CH:18]=[C:17]([Cl:19])[CH:16]=1)(=[O:25])[CH3:28], predict the reactants needed to synthesize it. The reactants are: C([Li])CCC.CCCCCC.Br[C:13]1[C:14]([O:29][CH2:30][CH2:31]Br)=[C:15]([C:20]2([CH3:28])[O:25]CC(C)(C)CO2)[CH:16]=[C:17]([Cl:19])[CH:18]=1. (5) Given the product [C:30]([O:29][C:27]([N:24]1[CH2:23][CH2:22][CH:21]([O:20][C:45]2[CH:46]=[CH:47][C:42]([B:37]3[O:38][C:39]([CH3:41])([CH3:40])[C:35]([CH3:49])([CH3:34])[O:36]3)=[CH:43][CH:44]=2)[CH2:26][CH2:25]1)=[O:28])([CH3:33])([CH3:32])[CH3:31], predict the reactants needed to synthesize it. The reactants are: C1(P(C2C=CC=CC=2)C2C=CC=CC=2)C=CC=CC=1.[OH:20][CH:21]1[CH2:26][CH2:25][N:24]([C:27]([O:29][C:30]([CH3:33])([CH3:32])[CH3:31])=[O:28])[CH2:23][CH2:22]1.[CH3:34][C:35]1([CH3:49])[C:39]([CH3:41])([CH3:40])[O:38][B:37]([C:42]2[CH:47]=[CH:46][C:45](O)=[CH:44][CH:43]=2)[O:36]1.N(C(N1CCCCC1)=O)=NC(N1CCCCC1)=O. (6) Given the product [I:1][C:2]1[CH:7]=[CH:6][C:5]([O:36][CH:34]([CH3:35])[CH2:33][N:27]2[CH2:32][CH2:31][CH2:30][CH2:29][CH2:28]2)=[CH:4][CH:3]=1, predict the reactants needed to synthesize it. The reactants are: [I:1][C:2]1[CH:7]=[CH:6][CH:5]=[CH:4][CH:3]=1.C1(P(C2C=CC=CC=2)C2C=CC=CC=2)C=CC=CC=1.[N:27]1([CH2:33][CH:34]([OH:36])[CH3:35])[CH2:32][CH2:31][CH2:30][CH2:29][CH2:28]1.N(C(OC(C)C)=O)=NC(OC(C)C)=O.